This data is from Reaction yield outcomes from USPTO patents with 853,638 reactions. The task is: Predict the reaction yield, written as a fraction of the theoretical maximum amount of product (1.0 means a 100% yield; for example, 0.34 means a 34% yield). (1) The reactants are [F:1][C:2]1[CH:3]=[C:4]([C:8]2([C:18]3[CH:23]=[CH:22][CH:21]=[C:20]([F:24])[CH:19]=3)[CH:12]3[CH2:13][NH:14][CH2:15][CH2:16][N:11]3[C:10](=[O:17])[O:9]2)[CH:5]=[CH:6][CH:7]=1.[F:25][C:26]1[CH:31]=[CH:30][C:29]([CH2:32][N:33]=[C:34]=[O:35])=[CH:28][CH:27]=1. The catalyst is O1CCCC1. The product is [F:1][C:2]1[CH:3]=[C:4]([C:8]2([C:18]3[CH:23]=[CH:22][CH:21]=[C:20]([F:24])[CH:19]=3)[CH:12]3[CH2:13][N:14]([C:34]([NH:33][CH2:32][C:29]4[CH:30]=[CH:31][C:26]([F:25])=[CH:27][CH:28]=4)=[O:35])[CH2:15][CH2:16][N:11]3[C:10](=[O:17])[O:9]2)[CH:5]=[CH:6][CH:7]=1. The yield is 0.960. (2) The reactants are [N:1]1([C:7]2[N:15]=[C:14]([C:16]3[CH:17]=[C:18]([CH2:22][OH:23])[CH:19]=[CH:20][CH:21]=3)[N:13]=[C:12]3[C:8]=2[N:9]=[CH:10][N:11]3[CH:24]2[CH2:29][CH2:28][NH:27][CH2:26][CH2:25]2)[CH2:6][CH2:5][O:4][CH2:3][CH2:2]1.[BH3-]C#N.[Na+].[F:34][C:35]1[CH:42]=[C:41]([F:43])[CH:40]=[C:39]([F:44])[C:36]=1[CH:37]=O. The catalyst is CO.[Cl-].[Zn+2].[Cl-]. The product is [N:1]1([C:7]2[N:15]=[C:14]([C:16]3[CH:17]=[C:18]([CH2:22][OH:23])[CH:19]=[CH:20][CH:21]=3)[N:13]=[C:12]3[C:8]=2[N:9]=[CH:10][N:11]3[CH:24]2[CH2:29][CH2:28][N:27]([CH2:37][C:36]3[C:35]([F:34])=[CH:42][C:41]([F:43])=[CH:40][C:39]=3[F:44])[CH2:26][CH2:25]2)[CH2:6][CH2:5][O:4][CH2:3][CH2:2]1. The yield is 0.300. (3) The reactants are CN(C)C=O.[Br:6][C:7]1[C:8]([F:16])=[C:9]([CH:13]=[CH:14][CH:15]=1)[C:10]([NH2:12])=O.N1C(Cl)=NC(Cl)=NC=1Cl. The catalyst is C(OCC)(=O)C. The product is [Br:6][C:7]1[C:8]([F:16])=[C:9]([CH:13]=[CH:14][CH:15]=1)[C:10]#[N:12]. The yield is 0.960. (4) The catalyst is CN(C)C=O.O. The reactants are C(N(CC)CC)C.[C:8]([O:11][CH2:12][C:13]([CH3:43])([CH3:42])[CH2:14][N:15]1[C:21]2[CH:22]=[CH:23][C:24]([Cl:26])=[CH:25][C:20]=2[C@@H:19]([C:27]2[CH:32]=[CH:31][CH:30]=[C:29]([O:33][CH3:34])[C:28]=2[O:35][CH3:36])[O:18][C@H:17]([CH2:37][C:38](O)=[O:39])[C:16]1=[O:41])(=[O:10])[CH3:9].ClC(OCC(C)C)=O.Cl.[NH2:53][C:54]1[CH:55]=[C:56]([C:62]([CH3:71])([CH3:70])[CH2:63][CH2:64][C:65]([O:67][CH2:68]C)=[O:66])[CH:57]=[CH:58][C:59]=1[O:60][CH3:61].N1C=CC=CC=1.Cl. The yield is 0.730. The product is [C:8]([O:11][CH2:12][C:13]([CH3:43])([CH3:42])[CH2:14][N:15]1[C:21]2[CH:22]=[CH:23][C:24]([Cl:26])=[CH:25][C:20]=2[C@@H:19]([C:27]2[CH:32]=[CH:31][CH:30]=[C:29]([O:33][CH3:34])[C:28]=2[O:35][CH3:36])[O:18][C@H:17]([CH2:37][C:38]([NH:53][C:54]2[CH:55]=[C:56]([C:62]([CH3:71])([CH3:70])[CH2:63][CH2:64][C:65]([O:67][CH3:68])=[O:66])[CH:57]=[CH:58][C:59]=2[O:60][CH3:61])=[O:39])[C:16]1=[O:41])(=[O:10])[CH3:9]. (5) The reactants are [N:1]([CH2:4][C@H:5]([CH3:26])[C@@H:6]([O:18][Si:19]([C:22]([CH3:25])([CH3:24])[CH3:23])([CH3:21])[CH3:20])[C@H:7]([NH:10][C:11](=[O:17])[O:12][C:13]([CH3:16])([CH3:15])[CH3:14])[CH2:8][OH:9])=[N+:2]=[N-:3].[CH3:27][S:28](Cl)(=[O:30])=[O:29]. The catalyst is N1C=CC=CC=1.CN(C1C=CN=CC=1)C.CCOC(C)=O. The product is [CH3:27][S:28]([O:9][CH2:8][C@@H:7]([NH:10][C:11]([O:12][C:13]([CH3:16])([CH3:14])[CH3:15])=[O:17])[C@H:6]([O:18][Si:19]([C:22]([CH3:25])([CH3:24])[CH3:23])([CH3:20])[CH3:21])[C@@H:5]([CH3:26])[CH2:4][N:1]=[N+:2]=[N-:3])(=[O:30])=[O:29]. The yield is 0.690. (6) The reactants are Cl.[Br:2][C:3]1[CH:4]=[C:5]([CH2:9][C:10]([CH3:14])([CH3:13])[CH2:11][NH2:12])[CH:6]=[CH:7][CH:8]=1.CCN(CC)CC.[F:22][C:23]([F:30])([F:29])[C:24](OCC)=[O:25]. The catalyst is C1COCC1. The product is [Br:2][C:3]1[CH:4]=[C:5]([CH2:9][C:10]([CH3:14])([CH3:13])[CH2:11][NH:12][C:24](=[O:25])[C:23]([F:30])([F:29])[F:22])[CH:6]=[CH:7][CH:8]=1. The yield is 0.580. (7) The reactants are [CH3:1][N:2]([CH3:17])[C:3]1[CH:4]=[C:5]([C:9]([C:11]2[N:15]([CH3:16])[N:14]=[N:13][N:12]=2)=O)[CH:6]=[CH:7][CH:8]=1.Cl.[NH2:19][OH:20]. The catalyst is N1C=CC=CC=1. The product is [OH:20][N:19]=[C:9]([C:11]1[N:15]([CH3:16])[N:14]=[N:13][N:12]=1)[C:5]1[CH:4]=[C:3]([CH:8]=[CH:7][CH:6]=1)[N:2]([CH3:17])[CH3:1]. The yield is 0.996.